From a dataset of Aqueous solubility values for 9,982 compounds from the AqSolDB database. Regression/Classification. Given a drug SMILES string, predict its absorption, distribution, metabolism, or excretion properties. Task type varies by dataset: regression for continuous measurements (e.g., permeability, clearance, half-life) or binary classification for categorical outcomes (e.g., BBB penetration, CYP inhibition). For this dataset (solubility_aqsoldb), we predict Y. The compound is c1cc2c3c(c4ccc5ccccc5c4cc3c1)CC2. The Y is -7.86 log mol/L.